This data is from Catalyst prediction with 721,799 reactions and 888 catalyst types from USPTO. The task is: Predict which catalyst facilitates the given reaction. (1) Product: [Cl:1][C:2]1[CH:3]=[CH:4][C:5]([CH2:6][N:7]2[C:15]3[C:10](=[CH:11][CH:12]=[CH:13][CH:14]=3)[C:9]([C:16]([C:18]3[NH:19][CH:20]=[C:21]([C:23]([C:24]4[CH:25]=[N:26][CH:27]=[CH:28][CH:29]=4)=[O:30])[N:22]=3)=[O:17])=[CH:8]2)=[CH:31][CH:32]=1. The catalyst class is: 177. Reactant: [Cl:1][C:2]1[CH:32]=[CH:31][C:5]([CH2:6][N:7]2[C:15]3[C:10](=[CH:11][CH:12]=[CH:13][CH:14]=3)[C:9]([C:16]([C:18]3[NH:19][CH:20]=[C:21]([CH:23]([OH:30])[C:24]4[CH:25]=[N:26][CH:27]=[CH:28][CH:29]=4)[N:22]=3)=[O:17])=[CH:8]2)=[CH:4][CH:3]=1. (2) Reactant: [S:1]1[C:5]2[CH:6]=[CH:7][CH:8]=[CH:9][C:4]=2[N:3]=[C:2]1[C:10]1[C:14]([CH2:15][CH2:16][CH2:17]Br)=[N:13][NH:12][C:11]=1[NH2:19].[NH2:20]C1NN=C(CCCO)C=1C1SC2C=CC=CC=2N=1.N. Product: [NH2:20][CH2:17][CH2:16][CH2:15][C:14]1[C:10]([C:2]2[S:1][C:5]3[CH:6]=[CH:7][CH:8]=[CH:9][C:4]=3[N:3]=2)=[C:11]([NH2:19])[NH:12][N:13]=1. The catalyst class is: 8. (3) Reactant: [OH:1][C:2]1[CH:3]=[C:4]([C:8]2[CH:17]=[C:16]3[C:11]([CH2:12][CH2:13][CH:14]([C:18]([O:20][CH3:21])=[O:19])[CH2:15]3)=[CH:10][CH:9]=2)[CH:5]=[CH:6][CH:7]=1.C(=O)([O-])[O-].[K+].[K+].Cl.[CH3:29][N:30]([CH3:34])[CH2:31][CH2:32]Cl. Product: [CH3:29][N:30]([CH3:34])[CH2:31][CH2:32][O:1][C:2]1[CH:3]=[C:4]([C:8]2[CH:17]=[C:16]3[C:11]([CH2:12][CH2:13][CH:14]([C:18]([O:20][CH3:21])=[O:19])[CH2:15]3)=[CH:10][CH:9]=2)[CH:5]=[CH:6][CH:7]=1. The catalyst class is: 21. (4) Reactant: C(OC([N:8]1[C:16]2[CH:15]=[CH:14][C:13]3[CH:17]=[C:18]([C:21]([O:23][CH3:24])=[O:22])[CH:19]=[CH:20][C:12]=3[C:11]=2[CH:10]([CH2:25][Cl:26])[CH2:9]1)=O)(C)(C)C.[N+:27]([O-])([O-:29])=[O:28].[K+].N. Product: [Cl:26][CH2:25][CH:10]1[C:11]2[C:12]3[C:20]([N+:27]([O-:29])=[O:28])=[CH:19][C:18]([C:21]([O:23][CH3:24])=[O:22])=[CH:17][C:13]=3[CH:14]=[CH:15][C:16]=2[NH:8][CH2:9]1. The catalyst class is: 82. (5) Reactant: [Cl:1][C:2]1[CH:7]=[C:6]([N+:8]([O-:10])=[O:9])[C:5](F)=[CH:4][C:3]=1[Cl:12].[C:13]([O:17][C:18]([N:20]1[CH2:25][CH2:24][NH:23][CH:22]([CH2:26][C:27]([OH:29])=[O:28])[CH2:21]1)=[O:19])([CH3:16])([CH3:15])[CH3:14].C(N(CC)CC)C. Product: [C:13]([O:17][C:18]([N:20]1[CH2:25][CH2:24][N:23]([C:5]2[CH:4]=[C:3]([Cl:12])[C:2]([Cl:1])=[CH:7][C:6]=2[N+:8]([O-:10])=[O:9])[CH:22]([CH2:26][C:27]([OH:29])=[O:28])[CH2:21]1)=[O:19])([CH3:16])([CH3:14])[CH3:15]. The catalyst class is: 35. (6) Reactant: [C:1]([C:3]1[CH:21]=[CH:20][C:6]([CH2:7][N:8]2[CH2:13][CH2:12][N:11]([S:14]([CH:17]=[CH2:18])(=[O:16])=[O:15])[CH2:10][C:9]2=[O:19])=[CH:5][CH:4]=1)#[N:2].[Cl:22][C:23]1[CH:24]=[C:25]([OH:31])[C:26](=[CH:29][CH:30]=1)[CH:27]=O.CC(C)([O-])C.[K+]. Product: [Cl:22][C:23]1[CH:30]=[CH:29][C:26]2[CH:27]=[C:17]([S:14]([N:11]3[CH2:12][CH2:13][N:8]([CH2:7][C:6]4[CH:20]=[CH:21][C:3]([C:1]#[N:2])=[CH:4][CH:5]=4)[C:9](=[O:19])[CH2:10]3)(=[O:16])=[O:15])[CH2:18][O:31][C:25]=2[CH:24]=1. The catalyst class is: 107.